From a dataset of Reaction yield outcomes from USPTO patents with 853,638 reactions. Predict the reaction yield, written as a fraction of the theoretical maximum amount of product (1.0 means a 100% yield; for example, 0.34 means a 34% yield). (1) The reactants are [CH2:1]([O:8][C:9]1([C:12]2[CH:17]=[CH:16][C:15]([C:18]#[C:19][C:20]3[CH:25]=[CH:24][C:23]([CH2:26][C:27]([O:29][CH3:30])=[O:28])=[CH:22][CH:21]=3)=[CH:14][CH:13]=2)[CH2:11][CH2:10]1)[C:2]1[CH:7]=[CH:6][CH:5]=[CH:4][CH:3]=1.[CH3:31]OC(=O)CC1C=CC(I)=CC=1. The catalyst is C(N(CC)CC)C.[Cu]I.Cl[Pd](Cl)([P](C1C=CC=CC=1)(C1C=CC=CC=1)C1C=CC=CC=1)[P](C1C=CC=CC=1)(C1C=CC=CC=1)C1C=CC=CC=1. The product is [CH2:1]([O:8][C:9]1([C:12]2[CH:17]=[CH:16][C:15]([C:18]#[C:19][C:20]3[CH:21]=[CH:22][C:23]([CH2:26][C:27]([O:29][CH3:30])=[O:28])=[CH:24][CH:25]=3)=[CH:14][C:13]=2[CH3:31])[CH2:11][CH2:10]1)[C:2]1[CH:7]=[CH:6][CH:5]=[CH:4][CH:3]=1. The yield is 0.710. (2) The reactants are [F:1][C:2]1[CH:48]=[CH:47][C:5]([CH2:6][N:7]2[C:16](=[O:17])[C:15]([C:18]3[NH:23][C:22]4[CH:24]=[CH:25][C:26]([NH:28][S:29]([NH:32]C(=O)OCC5C=CC=CC=5)(=[O:31])=[O:30])=[CH:27][C:21]=4[S:20](=[O:44])(=[O:43])[N:19]=3)=[C:14]([OH:45])[C@H:13]3[C@@H:8]2[C@H:9]2[CH2:46][C@@H:12]3[CH2:11][CH2:10]2)=[CH:4][CH:3]=1. The catalyst is CO. The product is [F:1][C:2]1[CH:48]=[CH:47][C:5]([CH2:6][N:7]2[C:16](=[O:17])[C:15]([C:18]3[NH:23][C:22]4[CH:24]=[CH:25][C:26]([NH:28][S:29]([NH2:32])(=[O:31])=[O:30])=[CH:27][C:21]=4[S:20](=[O:43])(=[O:44])[N:19]=3)=[C:14]([OH:45])[C@H:13]3[C@@H:8]2[C@H:9]2[CH2:46][C@@H:12]3[CH2:11][CH2:10]2)=[CH:4][CH:3]=1. The yield is 0.587. (3) The reactants are Br[C:2]1[C:3](N)=[N:4][CH:5]=[C:6](Br)N=1.[CH2:10]([O:12][CH:13]([O:22][CH2:23][CH3:24])[C:14]1[CH:21]=[CH:20]C(C=O)=[CH:16][CH:15]=1)[CH3:11].[BH4-].[Na+]. The catalyst is CO. The product is [CH2:23]([O:22][CH:13]([O:12][CH2:10][CH3:11])[C:14]1[CH:15]=[CH:16][C:6]([CH2:5][NH:4][CH:3]2[CH2:2][CH2:13][O:12][CH2:10][CH2:11]2)=[CH:20][CH:21]=1)[CH3:24]. The yield is 0.910. (4) The reactants are [C:6](O[C:6](=[O:9])[CH2:7][CH3:8])(=[O:9])[CH2:7][CH3:8].[C:10]([C:14]1[N:18]([CH2:19][CH:20]2[CH2:25][CH2:24][C:23]([F:27])([F:26])[CH2:22][CH2:21]2)[C:17]2[CH:28]=[CH:29][C:30]([S:32]([N:35]3[CH2:38][CH:37]([NH2:39])[CH2:36]3)(=[O:34])=[O:33])=[CH:31][C:16]=2[N:15]=1)([CH3:13])([CH3:12])[CH3:11].CCN(C(C)C)C(C)C. The catalyst is C(Cl)Cl. The product is [C:10]([C:14]1[N:18]([CH2:19][CH:20]2[CH2:25][CH2:24][C:23]([F:26])([F:27])[CH2:22][CH2:21]2)[C:17]2[CH:28]=[CH:29][C:30]([S:32]([N:35]3[CH2:36][CH:37]([NH:39][C:6](=[O:9])[CH2:7][CH3:8])[CH2:38]3)(=[O:34])=[O:33])=[CH:31][C:16]=2[N:15]=1)([CH3:13])([CH3:11])[CH3:12]. The yield is 1.00. (5) The reactants are Cl.[C:2](Cl)(=[O:9])[C:3]1[CH:8]=[CH:7][CH:6]=[N:5][CH:4]=1.[CH3:11][O:12][C:13]1[C:18]([OH:19])=[CH:17][CH:16]=[C:15](/[CH:20]=[CH:21]/[C:22]([CH2:24][C:25](/[CH:27]=[CH:28]/[C:29]2[CH:37]=[C:34]([O:35][CH3:36])[C:32]([OH:33])=[CH:31][CH:30]=2)=[O:26])=[O:23])[CH:14]=1.O/C(/C=C/C1C=CC(O)=C(OC)C=1)=C\C(=O)/C=C/C1C=CC(O)=C(OC)C=1.N1C=CC=CC=1. The catalyst is C1COCC1.CCOC(C)=O. The product is [C:2]([O:19][C:18]1[CH:17]=[CH:16][C:15](/[CH:20]=[CH:21]/[C:22](=[O:23])/[CH:24]=[C:25](\[OH:26])/[CH:27]=[CH:28]/[C:29]2[CH:30]=[CH:31][C:32]([OH:33])=[C:34]([O:35][CH3:36])[CH:37]=2)=[CH:14][C:13]=1[O:12][CH3:11])(=[O:9])[C:3]1[CH:8]=[CH:7][CH:6]=[N:5][CH:4]=1. The yield is 0.230. (6) The yield is 1.00. The catalyst is O1CCCC1. The product is [CH3:1][N:2]1[C:6]([C:7]2[CH:8]=[C:9]([C:14]([OH:16])=[O:15])[S:10][C:11]=2[CH2:12][CH3:13])=[C:5]([CH3:18])[CH:4]=[N:3]1. The reactants are [CH3:1][N:2]1[C:6]([C:7]2[CH:8]=[C:9]([C:14]([O:16]C)=[O:15])[S:10][C:11]=2[CH2:12][CH3:13])=[C:5]([CH3:18])[CH:4]=[N:3]1.[OH-].[Na+]. (7) The reactants are [O:1]=[C:2]1[CH2:10][C:9]2[C:4](=[CH:5][C:6]([C:11]([OH:13])=[O:12])=[CH:7][CH:8]=2)[NH:3]1.[CH2:14]([N:16]([CH2:31][CH3:32])[CH2:17][CH2:18][NH:19][C:20]([C:22]1[C:26]([CH3:27])=[C:25]([CH:28]=O)[NH:24][C:23]=1[CH3:30])=[O:21])[CH3:15]. No catalyst specified. The product is [CH2:31]([N:16]([CH2:14][CH3:15])[CH2:17][CH2:18][NH:19][C:20]([C:22]1[C:26]([CH3:27])=[C:25]([CH:28]=[C:10]2[C:9]3[C:4](=[CH:5][C:6]([C:11]([OH:13])=[O:12])=[CH:7][CH:8]=3)[NH:3][C:2]2=[O:1])[NH:24][C:23]=1[CH3:30])=[O:21])[CH3:32]. The yield is 0.920. (8) The reactants are [Br:1][C:2]1[CH:3]=[C:4]([C:11]([N:13]2[CH2:18][CH2:17][O:16][C:15]3[CH:19]=[CH:20][N:21]=[CH:22][C:14]2=3)=[S:12])[CH:5]=[C:6]([Br:10])[C:7]=1[O:8]C.N1CCNCC1.[Br-].[Li+]. The catalyst is CN(C)C=O. The product is [Br:1][C:2]1[CH:3]=[C:4]([C:11]([N:13]2[CH2:18][CH2:17][O:16][C:15]3[CH:19]=[CH:20][N:21]=[CH:22][C:14]2=3)=[S:12])[CH:5]=[C:6]([Br:10])[C:7]=1[OH:8]. The yield is 1.00.